This data is from Forward reaction prediction with 1.9M reactions from USPTO patents (1976-2016). The task is: Predict the product of the given reaction. (1) Given the reactants C(OC(=O)[NH:7][C:8]1[CH:13]=[CH:12][CH:11]=[CH:10][C:9]=1[O:14][CH2:15][CH3:16])(C)(C)C.B1(Cl)OC2C(=CC=CC=2)O1, predict the reaction product. The product is: [CH2:15]([O:14][C:9]1[CH:10]=[CH:11][CH:12]=[CH:13][C:8]=1[NH2:7])[CH3:16]. (2) Given the reactants [Cl:1][C:2]1[C:3]([CH3:27])=[C:4]([NH:10][C@H:11]([C@H:24]([OH:26])[CH3:25])[C:12]([NH:14][NH:15][C:16](=[O:23])[C:17]2[CH:22]=[CH:21][CH:20]=[CH:19][CH:18]=2)=O)[CH:5]=[CH:6][C:7]=1[C:8]#[N:9].CCN(P1(N(C)CCCN1C)=NC(C)(C)C)CC, predict the reaction product. The product is: [Cl:1][C:2]1[C:3]([CH3:27])=[C:4]([NH:10][C@@H:11]([C:12]2[O:23][C:16]([C:17]3[CH:22]=[CH:21][CH:20]=[CH:19][CH:18]=3)=[N:15][N:14]=2)[C@H:24]([OH:26])[CH3:25])[CH:5]=[CH:6][C:7]=1[C:8]#[N:9]. (3) Given the reactants [NH2:1][C:2]1[C:7]2[C:8]([C:11]3[CH:16]=[CH:15][C:14]([NH:17][C:18]([NH:20][C:21]4[CH:26]=[CH:25][CH:24]=[C:23]([CH3:27])[CH:22]=4)=[O:19])=[CH:13][CH:12]=3)=[CH:9][S:10][C:6]=2[C:5]([C:28]#[C:29][CH2:30][N:31]([CH2:34][CH3:35])[CH2:32][CH3:33])=[CH:4][N:3]=1, predict the reaction product. The product is: [NH2:1][C:2]1[C:7]2[C:8]([C:11]3[CH:16]=[CH:15][C:14]([NH:17][C:18]([NH:20][C:21]4[CH:26]=[CH:25][CH:24]=[C:23]([CH3:27])[CH:22]=4)=[O:19])=[CH:13][CH:12]=3)=[CH:9][S:10][C:6]=2[C:5]([CH2:28][CH2:29][CH2:30][N:31]([CH2:34][CH3:35])[CH2:32][CH3:33])=[CH:4][N:3]=1. (4) Given the reactants [CH3:1][NH:2][C:3](SC)=[CH:4][N+:5]([O-:7])=[O:6].[CH3:10][N:11]([C:13]1[C:18]([Cl:19])=[CH:17][C:16]([C:20]([F:23])([F:22])[F:21])=[CH:15][N:14]=1)[NH2:12], predict the reaction product. The product is: [CH3:1][NH:2][C:3]([NH:12][N:11]([CH3:10])[C:13]1[C:18]([Cl:19])=[CH:17][C:16]([C:20]([F:22])([F:21])[F:23])=[CH:15][N:14]=1)=[CH:4][N+:5]([O-:7])=[O:6]. (5) Given the reactants [O:1]1[CH2:6][CH2:5][CH2:4][CH2:3][CH:2]1[O:7][C:8]1[CH:9]=[C:10]([CH:18]=[CH:19][CH:20]=1)[O:11][CH:12]1[CH2:17][CH2:16][CH2:15][CH2:14][O:13]1.[Li]CCCC.Br[CH2:27][CH:28]=[C:29]([CH3:31])[CH3:30], predict the reaction product. The product is: [CH3:30][C:29]([CH3:31])=[CH:28][CH2:27][C:9]1[C:10]([O:11][CH:12]2[CH2:17][CH2:16][CH2:15][CH2:14][O:13]2)=[CH:18][CH:19]=[CH:20][C:8]=1[O:7][CH:2]1[CH2:3][CH2:4][CH2:5][CH2:6][O:1]1. (6) Given the reactants [N+:1]([C:4]1[NH:8][N:7]=[C:6]([C:9]([O:11][CH3:12])=[O:10])[CH:5]=1)([O-:3])=[O:2].[C:13](=O)([O-])[O-].[K+].[K+].CI, predict the reaction product. The product is: [CH3:13][N:8]1[C:4]([N+:1]([O-:3])=[O:2])=[CH:5][C:6]([C:9]([O:11][CH3:12])=[O:10])=[N:7]1. (7) Given the reactants C(OC[C:7]([CH2:12][OH:13])([CH2:10][OH:11])[CH2:8]O)(=O)C=C.[C:14](OCC(CO[C:35](=[O:38])[CH:36]=[CH2:37])(CO[C:14](=O)[CH:15]=[CH2:16])CO[C:35](=[O:38])[CH:36]=[CH2:37])(=O)[CH:15]=[CH2:16], predict the reaction product. The product is: [CH2:35]1[CH2:37][CH2:36][C:35]([OH:38])([C:12]([C:7]2[CH:8]=[CH:16][CH:15]=[CH:14][CH:10]=2)=[O:13])[CH2:37][CH2:36]1.[C:10]1(=[O:11])[CH2:7][CH2:12][CH2:16][CH2:15][CH2:14]1.